This data is from Full USPTO retrosynthesis dataset with 1.9M reactions from patents (1976-2016). The task is: Predict the reactants needed to synthesize the given product. (1) Given the product [CH2:1]([N:8]([CH3:41])[C:9](=[O:40])[CH2:10][CH2:11][C@@H:12]1[CH2:16][C@@H:15]([SH:17])[CH2:14][N:13]1[S:27]([C:30]1[CH:39]=[CH:38][C:37]2[C:32](=[CH:33][CH:34]=[CH:35][CH:36]=2)[CH:31]=1)(=[O:29])=[O:28])[C:2]1[CH:7]=[CH:6][CH:5]=[CH:4][CH:3]=1, predict the reactants needed to synthesize it. The reactants are: [CH2:1]([N:8]([CH3:41])[C:9](=[O:40])[CH2:10][CH2:11][C@@H:12]1[CH2:16][C@@H:15]([S:17]CC2C=CC(OC)=CC=2)[CH2:14][N:13]1[S:27]([C:30]1[CH:39]=[CH:38][C:37]2[C:32](=[CH:33][CH:34]=[CH:35][CH:36]=2)[CH:31]=1)(=[O:29])=[O:28])[C:2]1[CH:7]=[CH:6][CH:5]=[CH:4][CH:3]=1.C([SiH](CC)CC)C. (2) Given the product [CH2:1]([C:5]1[N:10]=[C:9]([N:11]2[CH2:16][CH2:15][CH:14]([CH2:17][CH2:18][NH:19][C:20](=[O:25])[O:21][CH2:22][C:23]([NH:27][CH3:26])=[O:24])[CH2:13][CH2:12]2)[CH:8]=[CH:7][CH:6]=1)[CH:2]([CH3:4])[CH3:3], predict the reactants needed to synthesize it. The reactants are: [CH2:1]([C:5]1[N:10]=[C:9]([N:11]2[CH2:16][CH2:15][CH:14]([CH2:17][CH2:18][N:19]3[C:23](=[O:24])[CH2:22][O:21][C:20]3=[O:25])[CH2:13][CH2:12]2)[CH:8]=[CH:7][CH:6]=1)[CH:2]([CH3:4])[CH3:3].[CH3:26][NH2:27].